Dataset: Full USPTO retrosynthesis dataset with 1.9M reactions from patents (1976-2016). Task: Predict the reactants needed to synthesize the given product. (1) Given the product [C:5]([O:9][C:10]([N:12]([C:20]1[S:29][CH2:28][C@H:27]2[C@:22]([C:30]3[S:31][CH:32]=[C:33]([N:1]=[N+:2]=[N-:3])[CH:34]=3)([CH2:23][O:24][CH2:25][CH2:26]2)[N:21]=1)[C:13]([O:15][C:16]([CH3:19])([CH3:18])[CH3:17])=[O:14])=[O:11])([CH3:6])([CH3:7])[CH3:8], predict the reactants needed to synthesize it. The reactants are: [N-:1]=[N+:2]=[N-:3].[Na+].[C:5]([O:9][C:10]([N:12]([C:20]1[S:29][CH2:28][C@H:27]2[C@:22]([C:30]3[S:31][CH:32]=[C:33](B4OC(C)(C)C(C)(C)O4)[CH:34]=3)([CH2:23][O:24][CH2:25][CH2:26]2)[N:21]=1)[C:13]([O:15][C:16]([CH3:19])([CH3:18])[CH3:17])=[O:14])=[O:11])([CH3:8])([CH3:7])[CH3:6]. (2) Given the product [CH:1]([NH:11][C:12]1[C:13]2[CH:24]=[CH:23][CH:22]=[CH:21][C:14]=2[S:15][C:16]=1[C:17]([O:19][CH3:20])=[O:18])=[O:3], predict the reactants needed to synthesize it. The reactants are: [C:1](OC(=O)C)(=[O:3])C.C(O)=O.[NH2:11][C:12]1[C:13]2[CH:24]=[CH:23][CH:22]=[CH:21][C:14]=2[S:15][C:16]=1[C:17]([O:19][CH3:20])=[O:18]. (3) The reactants are: Br.[NH2:2][C@H:3]1[CH2:8][CH2:7][CH2:6][CH2:5][C@H:4]1[C:9]([O:11]CC)=O.Cl[C:15]([O:17][CH2:18][C:19]1[CH:24]=[CH:23][CH:22]=[CH:21][CH:20]=1)=[O:16].[C:25](=O)([O-])[O-].[Na+].[Na+]. Given the product [CH2:18]([O:17][C:15](=[O:16])[NH:2][CH:3]1[CH2:8][CH2:7][CH2:6][CH2:5][CH:4]1[C:9](=[O:11])[CH3:25])[C:19]1[CH:24]=[CH:23][CH:22]=[CH:21][CH:20]=1, predict the reactants needed to synthesize it. (4) Given the product [C:1]([O:5][C:6](=[O:22])[NH:7][C:8]1[CH:13]=[CH:12][C:11]([C:14]2[CH:19]=[CH:18][CH:17]=[CH:16][C:15]=2[F:20])=[CH:10][C:9]=1[NH:21][C:28](=[O:27])[CH2:29][C:30]([C:32]1[CH:37]=[CH:36][CH:35]=[C:34]([C:38]2[C:39]([CH3:44])=[N:40][CH:41]=[CH:42][CH:43]=2)[CH:33]=1)=[O:31])([CH3:4])([CH3:2])[CH3:3], predict the reactants needed to synthesize it. The reactants are: [C:1]([O:5][C:6](=[O:22])[NH:7][C:8]1[CH:13]=[CH:12][C:11]([C:14]2[CH:19]=[CH:18][CH:17]=[CH:16][C:15]=2[F:20])=[CH:10][C:9]=1[NH2:21])([CH3:4])([CH3:3])[CH3:2].C([O:27][C:28](=O)[CH2:29][C:30]([C:32]1[CH:37]=[CH:36][CH:35]=[C:34]([C:38]2[C:39]([CH3:44])=[N:40][CH:41]=[CH:42][CH:43]=2)[CH:33]=1)=[O:31])(C)(C)C. (5) The reactants are: [Br:1][C:2]1[CH:3]=[CH:4][C:5]([OH:17])=[C:6]([C:8](=[O:16])[CH2:9][C:10]2[CH:15]=[CH:14][CH:13]=[CH:12][CH:11]=2)[CH:7]=1.[C:18](OC(=O)CC)(=O)[CH2:19][CH3:20].Cl. Given the product [Br:1][C:2]1[CH:7]=[C:6]2[C:5](=[CH:4][CH:3]=1)[O:17][C:18]([CH2:19][CH3:20])=[C:9]([C:10]1[CH:15]=[CH:14][CH:13]=[CH:12][CH:11]=1)[C:8]2=[O:16], predict the reactants needed to synthesize it. (6) Given the product [C:12]1([C:2]2[S:3][C:4]([C:12]3[CH:17]=[CH:16][CH:15]=[CH:14][CH:13]=3)=[CH:5][C:6]=2[C:7]([O:9][CH3:10])=[O:8])[CH:17]=[CH:16][CH:15]=[CH:14][CH:13]=1, predict the reactants needed to synthesize it. The reactants are: Cl[C:2]1[S:3][C:4](Cl)=[CH:5][C:6]=1[C:7]([O:9][CH3:10])=[O:8].[C:12]1(B(O)O)[CH:17]=[CH:16][CH:15]=[CH:14][CH:13]=1.C(=O)([O-])[O-].[Na+].[Na+]. (7) Given the product [OH:34][CH:28]1[CH2:27][CH:26]2[N:33]([C:18]([C:17]3[CH:21]=[CH:22][CH:23]=[C:15]([O:14][CH2:13][CH:10]4[CH2:9][CH2:8][CH:7]([OH:6])[CH2:12][CH2:11]4)[CH:16]=3)=[O:20])[CH:30]([CH2:31][CH2:32]2)[CH2:29]1, predict the reactants needed to synthesize it. The reactants are: C([Si](C)(C)[O:6][CH:7]1[CH2:12][CH2:11][CH:10]([CH2:13][O:14][C:15]2[CH:16]=[C:17]([CH:21]=[CH:22][CH:23]=2)[C:18]([OH:20])=O)[CH2:9][CH2:8]1)(C)(C)C.[CH:26]12[NH:33][CH:30]([CH2:31][CH2:32]1)[CH2:29][CH:28]([OH:34])[CH2:27]2.